Dataset: Reaction yield outcomes from USPTO patents with 853,638 reactions. Task: Predict the reaction yield, written as a fraction of the theoretical maximum amount of product (1.0 means a 100% yield; for example, 0.34 means a 34% yield). (1) The reactants are [C:1]([O:5][C:6](=[O:34])[NH:7][C:8]1[S:9][C:10]2[CH:16]=[C:15]([CH2:17][C:18]3[CH:23]=[CH:22][C:21]([N+:24]([O-])=O)=[CH:20][CH:19]=3)[CH:14]=[C:13]([C:27]3[CH:32]=[CH:31][CH:30]=[C:29]([Cl:33])[CH:28]=3)[C:11]=2[N:12]=1)([CH3:4])([CH3:3])[CH3:2]. The catalyst is CCOC(C)=O.[Pd]. The product is [C:1]([O:5][C:6](=[O:34])[NH:7][C:8]1[S:9][C:10]2[CH:16]=[C:15]([CH2:17][C:18]3[CH:23]=[CH:22][C:21]([NH2:24])=[CH:20][CH:19]=3)[CH:14]=[C:13]([C:27]3[CH:32]=[CH:31][CH:30]=[C:29]([Cl:33])[CH:28]=3)[C:11]=2[N:12]=1)([CH3:4])([CH3:2])[CH3:3]. The yield is 1.00. (2) The reactants are [F:1][C:2]([F:21])([F:20])[C:3]1[N:8]=[CH:7][C:6]([CH:9]2[CH2:14][CH:13](CS([O-])(=O)=O)[CH2:12][CH2:11][O:10]2)=[CH:5][N:4]=1.C([O-])([O-])=O.[K+].[K+].[F:28][C:29]([F:38])([F:37])[C:30]1[CH:31]=[C:32]([SH:36])[CH:33]=[CH:34][CH:35]=1. The catalyst is CN(C=O)C. The product is [F:21][C:2]([F:1])([F:20])[C:3]1[N:4]=[CH:5][C:6]([CH:9]2[CH2:14][CH:13]([S:36][C:32]3[CH:33]=[CH:34][CH:35]=[C:30]([C:29]([F:28])([F:37])[F:38])[CH:31]=3)[CH2:12][CH2:11][O:10]2)=[CH:7][N:8]=1. The yield is 0.900. (3) The reactants are [N:1]1([C:7]2[CH:17]=[CH:16][CH:15]=[CH:14][C:8]=2[C:9]([O:11]CC)=[O:10])[CH2:6][CH2:5][O:4][CH2:3][CH2:2]1.[OH-].[Na+].ClCCl.C(O)C.N. The catalyst is CO. The product is [N:1]1([C:7]2[CH:17]=[CH:16][CH:15]=[CH:14][C:8]=2[C:9]([OH:11])=[O:10])[CH2:2][CH2:3][O:4][CH2:5][CH2:6]1. The yield is 0.900. (4) The reactants are [CH2:1]([CH:3]([N:6]1[CH2:11][CH2:10][NH:9][CH2:8][CH2:7]1)[CH2:4][CH3:5])[CH3:2].[Cl:12][C:13]([O:15][C:16]1[CH:21]=[CH:20][CH:19]=[C:18]([C:22]([F:25])([F:24])[F:23])[CH:17]=1)=[O:14]. The catalyst is C(Cl)Cl. The product is [ClH:12].[F:23][C:22]([F:24])([F:25])[C:18]1[CH:17]=[C:16]([O:15][C:13]([N:9]2[CH2:10][CH2:11][N:6]([CH:3]([CH2:4][CH3:5])[CH2:1][CH3:2])[CH2:7][CH2:8]2)=[O:14])[CH:21]=[CH:20][CH:19]=1. The yield is 0.860. (5) The reactants are [F:1][C:2]1[N:12]=[CH:11][C:5]2[N:6]=[CH:7][NH:8][C:9](=O)[C:4]=2[CH:3]=1.O=P(Cl)(Cl)Cl.[Br:18][C:19]1[CH:20]=[C:21]([CH:23]=[CH:24][CH:25]=1)[NH2:22]. No catalyst specified. The product is [Br:18][C:19]1[CH:20]=[C:21]([CH:23]=[CH:24][CH:25]=1)[NH:22][C:9]1[C:4]2[CH:3]=[C:2]([F:1])[N:12]=[CH:11][C:5]=2[N:6]=[CH:7][N:8]=1. The yield is 0.630. (6) No catalyst specified. The yield is 0.500. The reactants are [NH2:1][C:2]1[N:7]=[CH:6][C:5]([N:8]2[CH2:12][C:11]3([CH2:18][CH2:17][CH2:16][NH:15][CH2:14][CH2:13]3)[O:10][C:9]2=[O:19])=[CH:4][CH:3]=1.[CH3:20][N:21]([CH3:39])[C:22]([C:24]1[N:33]([CH:34]2[CH2:38][CH2:37][CH2:36][CH2:35]2)[C:27]2[N:28]=[C:29](Cl)[N:30]=[CH:31][C:26]=2[CH:25]=1)=[O:23]. The product is [CH:34]1([N:33]2[C:27]3[N:28]=[C:29]([NH:1][C:2]4[CH:3]=[CH:4][C:5]([N:8]5[CH2:12][C:11]6([CH2:18][CH2:17][CH2:16][NH:15][CH2:14][CH2:13]6)[O:10][C:9]5=[O:19])=[CH:6][N:7]=4)[N:30]=[CH:31][C:26]=3[CH:25]=[C:24]2[C:22]([N:21]([CH3:39])[CH3:20])=[O:23])[CH2:35][CH2:36][CH2:37][CH2:38]1. (7) The catalyst is O.[Zn].Cl[Pd](Cl)([P](C1C=CC=CC=1)(C1C=CC=CC=1)C1C=CC=CC=1)[P](C1C=CC=CC=1)(C1C=CC=CC=1)C1C=CC=CC=1.CN(C=O)C. The product is [Br:32][C:29]1[CH:30]=[CH:31][C:26]([CH2:19][C@@H:18]([C:21]([O:23][CH3:24])=[O:22])[NH:17][C:15]([O:14][C:10]([CH3:13])([CH3:12])[CH3:11])=[O:16])=[N:27][CH:28]=1. The reactants are BrC(Br)C.Cl[Si](C)(C)C.[C:10]([O:14][C:15]([NH:17][C@H:18]([C:21]([O:23][CH3:24])=[O:22])[CH2:19]I)=[O:16])([CH3:13])([CH3:12])[CH3:11].Br[C:26]1[CH:31]=[CH:30][C:29]([Br:32])=[CH:28][N:27]=1. The yield is 0.540. (8) The reactants are [CH3:1][C:2]1([CH3:19])[C:9]2[S:8][C:7]([NH:10]C(=O)OC(C)(C)C)=[N:6][C:5]=2[C:4](=[O:18])[O:3]1.FC(F)(F)C(O)=O. The catalyst is ClCCl. The product is [NH2:10][C:7]1[S:8][C:9]2[C:2]([CH3:1])([CH3:19])[O:3][C:4](=[O:18])[C:5]=2[N:6]=1. The yield is 0.990.